This data is from Catalyst prediction with 721,799 reactions and 888 catalyst types from USPTO. The task is: Predict which catalyst facilitates the given reaction. (1) Reactant: [OH:1][CH:2]1[CH2:7][CH2:6][CH:5]([C:8]([O:10][CH2:11][C:12]2[CH:17]=[CH:16][C:15]([O:18][CH3:19])=[CH:14][CH:13]=2)=[O:9])[CH2:4][CH2:3]1.[CH2:20]([O:27][C:28]([NH:30][C@H:31]([C:35](O)=[O:36])[CH:32]([CH3:34])[CH3:33])=[O:29])[C:21]1[CH:26]=[CH:25][CH:24]=[CH:23][CH:22]=1.C1(N=C=NC2CCCCC2)CCCCC1. Product: [CH2:20]([O:27][C:28]([NH:30][C@H:31]([C:35]([O:1][CH:2]1[CH2:7][CH2:6][CH:5]([C:8]([O:10][CH2:11][C:12]2[CH:17]=[CH:16][C:15]([O:18][CH3:19])=[CH:14][CH:13]=2)=[O:9])[CH2:4][CH2:3]1)=[O:36])[CH:32]([CH3:34])[CH3:33])=[O:29])[C:21]1[CH:26]=[CH:25][CH:24]=[CH:23][CH:22]=1. The catalyst class is: 119. (2) Reactant: C(OC([N:8]1[CH2:13][CH2:12][N:11]([C:14]2[CH:19]=[CH:18][C:17]([C:20]3[N:25]4[N:26]=[C:27]([NH:29][C:30]([CH:32]5[CH2:34][CH2:33]5)=[O:31])[N:28]=[C:24]4[CH:23]=[CH:22][CH:21]=3)=[CH:16][CH:15]=2)[CH2:10][CH2:9]1)=O)(C)(C)C.C(=O)([O-])O.[Na+]. Product: [N:11]1([C:14]2[CH:15]=[CH:16][C:17]([C:20]3[N:25]4[N:26]=[C:27]([NH:29][C:30]([CH:32]5[CH2:33][CH2:34]5)=[O:31])[N:28]=[C:24]4[CH:23]=[CH:22][CH:21]=3)=[CH:18][CH:19]=2)[CH2:10][CH2:9][NH:8][CH2:13][CH2:12]1. The catalyst class is: 55. (3) Reactant: Br[C:2]1[CH:3]=[C:4]2[C:8](=[CH:9][CH:10]=1)[NH:7][CH:6]=[C:5]2[CH2:11][CH3:12].[B:13]1([B:13]2[O:17][C:16]([CH3:19])([CH3:18])[C:15]([CH3:21])([CH3:20])[O:14]2)[O:17][C:16]([CH3:19])([CH3:18])[C:15]([CH3:21])([CH3:20])[O:14]1.C([O-])(=O)C.[K+]. Product: [CH2:11]([C:5]1[C:4]2[C:8](=[CH:9][CH:10]=[C:2]([B:13]3[O:17][C:16]([CH3:19])([CH3:18])[C:15]([CH3:21])([CH3:20])[O:14]3)[CH:3]=2)[NH:7][CH:6]=1)[CH3:12]. The catalyst class is: 75. (4) The catalyst class is: 8. Product: [ClH:21].[NH2:1][C:4]1[CH:9]=[CH:8][C:7](/[CH:10]=[CH:11]/[C:12]2[C:20]3[C:15](=[CH:16][CH:17]=[CH:18][CH:19]=3)[NH:14][N:13]=2)=[CH:6][CH:5]=1. Reactant: [N+:1]([C:4]1[CH:9]=[CH:8][C:7](/[CH:10]=[CH:11]/[C:12]2[C:20]3[C:15](=[CH:16][CH:17]=[CH:18][CH:19]=3)[NH:14][N:13]=2)=[CH:6][CH:5]=1)([O-])=O.[ClH:21].[Sn]. (5) Product: [NH:1]1[C:9]2[C:4](=[CH:5][C:6]([NH:10][C:11]3[C:12]4[C:19]5[CH2:20][CH2:21][CH:22]([CH2:24][OH:25])[CH2:23][C:18]=5[S:17][C:13]=4[N:14]=[CH:15][N:16]=3)=[CH:7][CH:8]=2)[CH:3]=[N:2]1. The catalyst class is: 7. Reactant: [NH:1]1[C:9]2[C:4](=[CH:5][C:6]([NH:10][C:11]3[C:12]4[C:19]5[CH2:20][CH2:21][CH:22]([C:24](OCC)=[O:25])[CH2:23][C:18]=5[S:17][C:13]=4[N:14]=[CH:15][N:16]=3)=[CH:7][CH:8]=2)[CH:3]=[N:2]1.C([AlH]CC(C)C)C(C)C.[Cl-].[NH4+]. (6) Reactant: [S:1]1[C:5]2[CH:6]=[CH:7][CH:8]=[CH:9][C:4]=2[N:3]=[C:2]1[NH:10][C:11]1[CH:16]=[CH:15][C:14]([Cl:17])=[CH:13][CH:12]=1.[Cl:18][C:19]1[CH:27]=[CH:26][CH:25]=[CH:24][C:20]=1[C:21](Cl)=[O:22].CC([O-])(C)C.[K+].C(O)=O. Product: [S:1]1[C:5]2[CH:6]=[CH:7][CH:8]=[CH:9][C:4]=2[N:3]=[C:2]1[N:10]([C:11]1[CH:16]=[CH:15][C:14]([Cl:17])=[CH:13][CH:12]=1)[C:21](=[O:22])[C:20]1[CH:24]=[CH:25][CH:26]=[CH:27][C:19]=1[Cl:18]. The catalyst class is: 1.